From a dataset of Full USPTO retrosynthesis dataset with 1.9M reactions from patents (1976-2016). Predict the reactants needed to synthesize the given product. (1) Given the product [Cl:1][C:2]1[CH:11]=[CH:10][CH:9]=[C:8]2[C:3]=1[CH:4]([I:12])[CH2:5][CH2:6][O:7]2, predict the reactants needed to synthesize it. The reactants are: [Cl:1][C:2]1[CH:11]=[CH:10][CH:9]=[C:8]2[C:3]=1[CH2:4][CH2:5][CH2:6][O:7]2.[I:12]I. (2) The reactants are: [CH2:1]([O:3][C:4]([C:6]1[C:7](=[O:27])[N:8]([CH2:18][C:19]2[CH:24]=[CH:23][C:22]([O:25][CH3:26])=[CH:21][CH:20]=2)[C:9]2[C:14]([C:15]=1[OH:16])=[CH:13][C:12]([Cl:17])=[CH:11][CH:10]=2)=[O:5])[CH3:2].C(N(C(C)C)CC)(C)C.[F:37][C:38]([S:41](O)(=[O:43])=[O:42])([F:40])[F:39]. Given the product [CH2:1]([O:3][C:4]([C:6]1[C:7](=[O:27])[N:8]([CH2:18][C:19]2[CH:20]=[CH:21][C:22]([O:25][CH3:26])=[CH:23][CH:24]=2)[C:9]2[C:14]([C:15]=1[O:16][S:41]([C:38]([F:40])([F:39])[F:37])(=[O:43])=[O:42])=[CH:13][C:12]([Cl:17])=[CH:11][CH:10]=2)=[O:5])[CH3:2], predict the reactants needed to synthesize it. (3) The reactants are: Cl[C:2]1[N:7]=[C:6]([NH:8][C:9]([C:11]2([C:14]3[CH:24]=[CH:23][C:17]4[O:18][C:19]([F:22])([F:21])[O:20][C:16]=4[CH:15]=3)[CH2:13][CH2:12]2)=[O:10])[CH:5]=[C:4]([CH3:25])[C:3]=1[CH3:26].[CH3:27][O:28][C:29]1[C:34]([CH3:35])=[CH:33][C:32](B2OC(C)(C)C(C)(C)O2)=[CH:31][N:30]=1.C([O-])([O-])=O.[Na+].[Na+]. Given the product [F:21][C:19]1([F:22])[O:18][C:17]2[CH:23]=[CH:24][C:14]([C:11]3([C:9]([NH:8][C:6]4[N:7]=[C:2]([C:32]5[CH:31]=[N:30][C:29]([O:28][CH3:27])=[C:34]([CH3:35])[CH:33]=5)[C:3]([CH3:26])=[C:4]([CH3:25])[CH:5]=4)=[O:10])[CH2:13][CH2:12]3)=[CH:15][C:16]=2[O:20]1, predict the reactants needed to synthesize it. (4) Given the product [NH2:23][CH2:22][C:18]1[CH:17]=[C:16]([CH:4]([CH2:5][P:6]([CH:11]([NH:15][S:47]([C:41]2[CH:46]=[CH:45][CH:44]=[CH:43][CH:42]=2)(=[O:49])=[O:48])[CH:12]([CH3:13])[CH3:14])([OH:8])=[O:7])[C:3]([OH:2])=[O:31])[CH:21]=[CH:20][CH:19]=1, predict the reactants needed to synthesize it. The reactants are: C[O:2][C:3](=[O:31])[CH:4]([C:16]1[CH:21]=[CH:20][CH:19]=[C:18]([CH2:22][NH:23]C(OC(C)(C)C)=O)[CH:17]=1)[CH2:5][P:6]([CH:11]([NH2:15])[CH:12]([CH3:14])[CH3:13])([O:8]CC)=[O:7].CCN(C(C)C)C(C)C.[C:41]1([S:47](Cl)(=[O:49])=[O:48])[CH:46]=[CH:45][CH:44]=[CH:43][CH:42]=1.C[Si](Br)(C)C. (5) Given the product [CH2:8]([C@@H:7]1[O:11][C:26]([CH3:27])([CH3:25])[N:12]([C:13]([O:14][C:15]([CH3:16])([CH3:17])[CH3:18])=[O:19])[C@H:6]1[CH2:5][C:4]1[CH:3]=[C:2]([F:1])[CH:22]=[C:21]([F:23])[CH:20]=1)[CH:9]=[CH2:10], predict the reactants needed to synthesize it. The reactants are: [F:1][C:2]1[CH:3]=[C:4]([CH:20]=[C:21]([F:23])[CH:22]=1)[CH2:5][C@H:6]([NH:12][C:13](=[O:19])[O:14][C:15]([CH3:18])([CH3:17])[CH3:16])[C@@H:7]([OH:11])[CH2:8][CH:9]=[CH2:10].[NH+]1C=C[CH:27]=[CH:26][CH:25]=1.COC(OC)(C)C. (6) Given the product [Cl:19][C:20]1[CH:25]=[CH:24][CH:23]=[C:22]([Cl:26])[C:21]=1[CH2:27][O:3][CH2:4][CH:5]([NH:7][C:8]([C:10]1[C:11]([CH:16]([F:18])[F:17])=[N:12][N:13]([CH3:15])[CH:14]=1)=[O:9])[CH3:6], predict the reactants needed to synthesize it. The reactants are: [H-].[Na+].[OH:3][CH2:4][CH:5]([NH:7][C:8]([C:10]1[C:11]([CH:16]([F:18])[F:17])=[N:12][N:13]([CH3:15])[CH:14]=1)=[O:9])[CH3:6].[Cl:19][C:20]1[CH:25]=[CH:24][CH:23]=[C:22]([Cl:26])[C:21]=1[CH2:27]Cl.Cl. (7) Given the product [Br:16][C:14]1[CH:13]=[C:12]([F:17])[C:8]2[C:9](=[O:10])[O:11][CH2:2][C:7]=2[CH:15]=1, predict the reactants needed to synthesize it. The reactants are: [Li][CH2:2]CCC.Br[C:7]1[CH:15]=[C:14]([Br:16])[CH:13]=[C:12]([F:17])[C:8]=1[C:9]([OH:11])=[O:10].C=O.